This data is from Full USPTO retrosynthesis dataset with 1.9M reactions from patents (1976-2016). The task is: Predict the reactants needed to synthesize the given product. Given the product [OH:22][NH:21][C:3](=[O:2])[CH:4]=[CH:5][CH:6]=[CH:7][CH2:8][S:9][C:10]1[CH:19]=[CH:18][C:17]2[C:12](=[CH:13][CH:14]=[CH:15][CH:16]=2)[CH:11]=1, predict the reactants needed to synthesize it. The reactants are: C[O:2][C:3](=O)[CH:4]=[CH:5][CH:6]=[CH:7][CH2:8][S:9][C:10]1[CH:19]=[CH:18][C:17]2[C:12](=[CH:13][CH:14]=[CH:15][CH:16]=2)[CH:11]=1.[NH2:21][OH:22].[OH-].[K+].CO.